From a dataset of Full USPTO retrosynthesis dataset with 1.9M reactions from patents (1976-2016). Predict the reactants needed to synthesize the given product. (1) Given the product [OH:1][C:2]1[C:14]2[CH:15]=[C:16]([CH3:19])[CH:17]=[CH:18][C:13]=2[C:12]2[C:11]3[CH:10]=[CH:9][C:8]([CH3:20])=[CH:7][C:6]=3[CH:5]([C:21]([O:23][CH3:24])=[O:22])[C:4]=2[CH:3]=1, predict the reactants needed to synthesize it. The reactants are: [OH:1][C:2]1[C:14]2[CH:15]=[C:16]([CH3:19])[CH:17]=[CH:18][C:13]=2[C:12]2[C:11]3[CH:10]=[CH:9][C:8]([CH3:20])=[CH:7][C:6]=3[CH:5]([C:21]([OH:23])=[O:22])[C:4]=2[CH:3]=1.[CH3:24]O. (2) Given the product [CH2:19]([NH:26][C:27](=[O:28])[NH:1][C:2]1[CH:6]=[CH:5][S:4][C:3]=1[C:7]([OH:9])=[O:8])[C:20]1[CH:25]=[CH:24][CH:23]=[CH:22][CH:21]=1, predict the reactants needed to synthesize it. The reactants are: [NH2:1][C:2]1[CH:6]=[CH:5][S:4][C:3]=1[C:7]([O:9]C)=[O:8].[OH-].[Na+].Cl.C(=O)(O)[O-].[Na+].[CH2:19]([N:26]=[C:27]=[O:28])[C:20]1[CH:25]=[CH:24][CH:23]=[CH:22][CH:21]=1. (3) Given the product [CH3:16][NH:15][C:13]1[C:14]2[C:6]([C:2]3[S:47][CH:5]=[CH:4][CH:3]=3)=[CH:7][N:8]([C@@H:17]3[O:23][C@H:22]([CH2:24][OH:25])[C@@H:20]([OH:21])[C@H:18]3[OH:19])[C:9]=2[N:10]=[CH:11][N:12]=1, predict the reactants needed to synthesize it. The reactants are: O1[CH:5]=[CH:4][CH:3]=[C:2]1[C:6]1[C:14]2[C:13]([NH:15][CH3:16])=[N:12][CH:11]=[N:10][C:9]=2[N:8]([C@@H:17]2[O:23][C@H:22]([CH2:24][OH:25])[C@@H:20]([OH:21])[C@H:18]2[OH:19])[CH:7]=1.IC1C2C(NC)=NC=NC=2N([C@@H]2O[C@H](CO)[C@@H](O)[C@H]2O)C=1.[S:47]1C=CC=C1B(O)O. (4) Given the product [CH:48]1([N:46]2[CH2:45][CH2:44][C:28]3[N:29]([CH2:33][C:34]4[CH:39]=[CH:38][C:37]([S:40]([CH3:43])(=[O:41])=[O:42])=[CH:36][CH:35]=4)[C:30]4[CH:31]=[CH:32][C:24]([C:22]([N:19]5[CH2:18][CH2:17][CH:16]([CH3:15])[CH2:21][CH2:20]5)=[O:23])=[CH:25][C:26]=4[C:27]=3[CH2:47]2)[CH2:52][CH2:51][CH2:50][CH2:49]1, predict the reactants needed to synthesize it. The reactants are: C(O[BH-](OC(=O)C)OC(=O)C)(=O)C.[Na+].[CH3:15][CH:16]1[CH2:21][CH2:20][N:19]([C:22]([C:24]2[CH:32]=[CH:31][C:30]3[N:29]([CH2:33][C:34]4[CH:39]=[CH:38][C:37]([S:40]([CH3:43])(=[O:42])=[O:41])=[CH:36][CH:35]=4)[C:28]4[CH2:44][CH2:45][NH:46][CH2:47][C:27]=4[C:26]=3[CH:25]=2)=[O:23])[CH2:18][CH2:17]1.[C:48]1(=O)[CH2:52][CH2:51][CH2:50][CH2:49]1. (5) Given the product [NH2:1][C:2]1[C:11]([C:17]2[CH:18]=[CH:19][C:20]([O:21][CH3:22])=[C:15]([Cl:14])[CH:16]=2)=[N:10][C:9]([Br:13])=[CH:8][C:3]=1[C:4]([O:6][CH3:7])=[O:5], predict the reactants needed to synthesize it. The reactants are: [NH2:1][C:2]1[C:11](Br)=[N:10][C:9]([Br:13])=[CH:8][C:3]=1[C:4]([O:6][CH3:7])=[O:5].[Cl:14][C:15]1[CH:16]=[C:17](B(O)O)[CH:18]=[CH:19][C:20]=1[O:21][CH3:22].[F-].[Cs+]. (6) Given the product [Cl:17][C:8]1[CH:7]=[CH:6][C:5]([NH2:9])=[CH:4][C:3]=1[CH2:1][CH3:2], predict the reactants needed to synthesize it. The reactants are: [CH2:1]([C:3]1[CH:4]=[C:5]([NH2:9])[CH:6]=[CH:7][CH:8]=1)[CH3:2].C1C(=O)N([Cl:17])C(=O)C1.